Dataset: Full USPTO retrosynthesis dataset with 1.9M reactions from patents (1976-2016). Task: Predict the reactants needed to synthesize the given product. (1) The reactants are: [NH2:1][C:2]1[CH:3]=[CH:4][C:5]([F:17])=[C:6]([C@:8]2([CH3:16])[C@@H:13]([F:14])[CH2:12][O:11][C:10]([NH2:15])=[N:9]2)[CH:7]=1.[CH:18]1([C:21]2[CH:22]=[CH:23][C:24]([C:27](O)=[O:28])=[N:25][CH:26]=2)[CH2:20][CH2:19]1. Given the product [NH2:15][C:10]1[O:11][CH2:12][C@H:13]([F:14])[C@:8]([C:6]2[CH:7]=[C:2]([NH:1][C:27]([C:24]3[CH:23]=[CH:22][C:21]([CH:18]4[CH2:19][CH2:20]4)=[CH:26][N:25]=3)=[O:28])[CH:3]=[CH:4][C:5]=2[F:17])([CH3:16])[N:9]=1, predict the reactants needed to synthesize it. (2) Given the product [ClH:34].[NH2:26][C:21]1([CH2:24][CH3:25])[CH2:20][CH2:19][CH:18]([O:17][C:8]2[C:7]3[C:6]4[C@@H:5]([CH2:4][C:1]([NH2:2])=[O:3])[CH2:16][CH2:15][C:14]=4[S:13][C:12]=3[N:11]=[CH:10][N:9]=2)[CH2:23][CH2:22]1, predict the reactants needed to synthesize it. The reactants are: [C:1]([CH2:4][C@H:5]1[CH2:16][CH2:15][C:14]2[S:13][C:12]3[N:11]=[CH:10][N:9]=[C:8]([O:17][CH:18]4[CH2:23][CH2:22][C:21]([NH:26]C(=O)OC(C)(C)C)([CH2:24][CH3:25])[CH2:20][CH2:19]4)[C:7]=3[C:6]1=2)(=[O:3])[NH2:2].[ClH:34]. (3) Given the product [CH3:13][C:10]1([CH3:14])[N:9]([C:15]([O:17][C:18]([CH3:21])([CH3:20])[CH3:19])=[O:16])[C@:8]([CH3:22])([C:6]2[S:32][C:1]([CH3:2])=[N:4][N:5]=2)[CH2:12][O:11]1, predict the reactants needed to synthesize it. The reactants are: [C:1]([NH:4][NH:5][C:6]([C@:8]1([CH3:22])[CH2:12][O:11][C:10]([CH3:14])([CH3:13])[N:9]1[C:15]([O:17][C:18]([CH3:21])([CH3:20])[CH3:19])=[O:16])=O)(=O)[CH3:2].COC1C=CC(P2(=S)SP(=S)(C3C=CC(OC)=CC=3)[S:32]2)=CC=1. (4) Given the product [F:8][CH2:9][CH2:10][NH:11][C:1]1([C:16]#[N:17])[CH2:5][CH2:4][CH2:3][CH2:2]1, predict the reactants needed to synthesize it. The reactants are: [C:1]1(=O)[CH2:5][CH2:4][CH2:3][CH2:2]1.Cl.[F:8][CH2:9][CH2:10][NH2:11].C[Si]([C:16]#[N:17])(C)C. (5) Given the product [O:10]1[CH2:11][CH2:12][CH2:13][CH2:14][CH:9]1[O:8][CH2:7][CH2:6][CH2:5][CH2:4][CH2:3][CH2:2][O:16][C:15]1[CH:22]=[CH:21][C:19]([OH:20])=[CH:18][CH:17]=1, predict the reactants needed to synthesize it. The reactants are: Cl[CH2:2][CH2:3][CH2:4][CH2:5][CH2:6][CH2:7][O:8][CH:9]1[CH2:14][CH2:13][CH2:12][CH2:11][O:10]1.[C:15]1([CH:22]=[CH:21][C:19]([OH:20])=[CH:18][CH:17]=1)[OH:16].C(=O)([O-])[O-].[K+].[K+].[I-].[K+].